Dataset: Reaction yield outcomes from USPTO patents with 853,638 reactions. Task: Predict the reaction yield, written as a fraction of the theoretical maximum amount of product (1.0 means a 100% yield; for example, 0.34 means a 34% yield). (1) The reactants are [NH2:1][CH2:2][CH2:3][O:4][C@:5]([C@@H:16]1[CH2:21][CH2:20][CH2:19][N:18]([C:22]([O:24][C:25]([CH3:28])([CH3:27])[CH3:26])=[O:23])[CH2:17]1)([C:9]1[CH:14]=[CH:13][CH:12]=[C:11]([Cl:15])[CH:10]=1)[CH2:6][CH2:7][CH3:8].CCN(CC)CC.Cl[C:37]([O:39][CH3:40])=[O:38].O. The catalyst is CN(C1C=CN=CC=1)C.C(Cl)Cl. The product is [Cl:15][C:11]1[CH:10]=[C:9]([C@@:5]([C@@H:16]2[CH2:21][CH2:20][CH2:19][N:18]([C:22]([O:24][C:25]([CH3:27])([CH3:26])[CH3:28])=[O:23])[CH2:17]2)([O:4][CH2:3][CH2:2][NH:1][C:37]([O:39][CH3:40])=[O:38])[CH2:6][CH2:7][CH3:8])[CH:14]=[CH:13][CH:12]=1. The yield is 0.980. (2) The yield is 0.330. The product is [F:1][C:2]1[C:3]([CH2:16][CH2:17][C:18]2[S:19][CH:20]=[C:21]([CH:23]([CH3:25])[CH3:24])[N:22]=2)=[CH:4][C:5]([NH2:8])=[N:6][CH:7]=1. The catalyst is C(Cl)Cl. The reactants are [F:1][C:2]1[C:3]([CH2:16][CH2:17][C:18]2[S:19][CH:20]=[C:21]([CH:23]([CH3:25])[CH3:24])[N:22]=2)=[CH:4][C:5]([NH:8]C(=O)OC(C)(C)C)=[N:6][CH:7]=1.FC(F)(F)C(O)=O. (3) The reactants are [NH2:1][C@@H:2]([C:6]1[CH:11]=[CH:10][CH:9]=[CH:8][CH:7]=1)[C:3]([OH:5])=[O:4].[OH-].[Na+].Cl[C:15]([O:17][CH3:18])=[O:16]. The catalyst is O1CCOCC1.CCOC(C)=O. The product is [CH3:18][O:17][C:15]([NH:1][C@@H:2]([C:6]1[CH:11]=[CH:10][CH:9]=[CH:8][CH:7]=1)[C:3]([OH:5])=[O:4])=[O:16]. The yield is 0.510. (4) The reactants are [NH2:1][C:2]1[C:10]([Cl:11])=[N:9][CH:8]=[CH:7][C:3]=1[C:4]([NH2:6])=[O:5].C([O-])([O-])=O.[K+].[K+].Cl.[C:19](Cl)(=[O:26])[C:20]1[CH:25]=[CH:24][N:23]=[CH:22][CH:21]=1. The catalyst is CCOCC. The product is [Cl:11][C:10]1[C:2]([NH:1][C:19]([C:20]2[CH:25]=[CH:24][N:23]=[CH:22][CH:21]=2)=[O:26])=[C:3]([CH:7]=[CH:8][N:9]=1)[C:4]([NH2:6])=[O:5]. The yield is 0.960. (5) The reactants are [CH3:1][C:2]1[C:3]([C:23]2[CH:28]=[CH:27][CH:26]=[CH:25][CH:24]=2)=[C:4]([O:14][C:15]2[CH:22]=[CH:21][C:18]([CH:19]=O)=[CH:17][CH:16]=2)[C:5]2[C:10]([CH:11]=1)=[CH:9][C:8]([O:12][CH3:13])=[CH:7][CH:6]=2.[CH3:29][CH2:30][O:31][C:32]([CH:34](P(OCC)(OCC)=O)[CH3:35])=[O:33].[Li]CCCC. The catalyst is C1COCC1. The product is [CH2:30]([O:31][C:32](=[O:33])[C:34]([CH3:35])=[CH:19][C:18]1[CH:17]=[CH:16][C:15]([O:14][C:4]2[C:5]3[C:10](=[CH:9][C:8]([O:12][CH3:13])=[CH:7][CH:6]=3)[CH:11]=[C:2]([CH3:1])[C:3]=2[C:23]2[CH:28]=[CH:27][CH:26]=[CH:25][CH:24]=2)=[CH:22][CH:21]=1)[CH3:29]. The yield is 0.780. (6) The reactants are [CH3:1][C:2]1[NH:6][C:5]([C:7]([O:9][CH2:10][CH3:11])=[O:8])=[N:4][CH:3]=1.C1C(=O)N([Br:19])C(=O)C1. No catalyst specified. The product is [Br:19][C:3]1[N:4]=[C:5]([C:7]([O:9][CH2:10][CH3:11])=[O:8])[NH:6][C:2]=1[CH3:1]. The yield is 0.940. (7) The reactants are [NH2:1][C:2]1[C:6]2[C:7]([Br:13])=[C:8]([O:11][CH3:12])[CH:9]=[CH:10][C:5]=2[O:4][C:3]=1[C:14](=[O:28])[CH:15]=[CH:16][C:17]1[N:18]=[C:19]([NH:22][C:23](=[O:27])[CH:24]([CH3:26])[CH3:25])[S:20][CH:21]=1.CC#N.CC(O)=O.OP(O)(O)=O. The catalyst is [Cl-].[Cl-].[Zn+2].O. The product is [Br:13][C:7]1[C:6]2[C:2]3[NH:1][CH:16]([C:17]4[N:18]=[C:19]([NH:22][C:23](=[O:27])[CH:24]([CH3:26])[CH3:25])[S:20][CH:21]=4)[CH2:15][C:14](=[O:28])[C:3]=3[O:4][C:5]=2[CH:10]=[CH:9][C:8]=1[O:11][CH3:12]. The yield is 0.550. (8) The reactants are [NH2:1][C:2]1[CH:7]=[CH:6][CH:5]=[CH:4][C:3]=1[NH:8][C:9](=[O:28])[C:10]1[CH:15]=[CH:14][C:13]([CH2:16][N:17]2[CH2:25][C:24]3[C:19](=[CH:20][CH:21]=[CH:22][C:23]=3Br)[C:18]2=[O:27])=[CH:12][CH:11]=1.B(O)(O)[C:30]1[CH:39]=[CH:38][C:37]2[C:32](=[CH:33][CH:34]=[CH:35][CH:36]=2)[CH:31]=1. No catalyst specified. The product is [NH2:1][C:2]1[CH:7]=[CH:6][CH:5]=[CH:4][C:3]=1[NH:8][C:9](=[O:28])[C:10]1[CH:15]=[CH:14][C:13]([CH2:16][N:17]2[CH2:25][C:24]3[C:19](=[CH:20][CH:21]=[CH:22][C:23]=3[C:30]3[CH:39]=[CH:38][C:37]4[C:32](=[CH:33][CH:34]=[CH:35][CH:36]=4)[CH:31]=3)[C:18]2=[O:27])=[CH:12][CH:11]=1. The yield is 0.680.